From a dataset of Catalyst prediction with 721,799 reactions and 888 catalyst types from USPTO. Predict which catalyst facilitates the given reaction. Reactant: [CH3:1][N:2]1[CH:6]=[CH:5][CH:4]=[C:3]1[C:7]#[N:8].B(OC(C)C)(OC(C)C)OC(C)C.C([N-]C(C)C)(C)C.[Li+].C(=O)([O-])[O-].[Na+].[Na+].Br[C:37]1[CH:38]=[C:39]2[C:43](=[CH:44][CH:45]=1)[NH:42][C:41](=[O:46])[C:40]2([CH3:48])[CH3:47]. Product: [CH3:47][C:40]1([CH3:48])[C:39]2[C:43](=[CH:44][CH:45]=[C:37]([C:6]3[N:2]([CH3:1])[C:3]([C:7]#[N:8])=[CH:4][CH:5]=3)[CH:38]=2)[NH:42][C:41]1=[O:46]. The catalyst class is: 20.